Dataset: Peptide-MHC class I binding affinity with 185,985 pairs from IEDB/IMGT. Task: Regression. Given a peptide amino acid sequence and an MHC pseudo amino acid sequence, predict their binding affinity value. This is MHC class I binding data. (1) The peptide sequence is STPAILHIM. The MHC is BoLA-JSP.1 with pseudo-sequence BoLA-JSP.1. The binding affinity (normalized) is 0.357. (2) The peptide sequence is YTGYNNYYG. The MHC is H-2-Kb with pseudo-sequence H-2-Kb. The binding affinity (normalized) is 0.355.